Dataset: Reaction yield outcomes from USPTO patents with 853,638 reactions. Task: Predict the reaction yield, written as a fraction of the theoretical maximum amount of product (1.0 means a 100% yield; for example, 0.34 means a 34% yield). (1) The reactants are [Br:1][C:2]1[CH:7]=[CH:6][C:5]([C:8]2[N:13]=[C:12](SCC)[N:11]3[CH:17]=[CH:18][N:19]=[C:10]3[CH:9]=2)=[CH:4][CH:3]=1.C[OH:21].[OH-].[K+].Cl. The catalyst is O. The product is [Br:1][C:2]1[CH:7]=[CH:6][C:5]([C:8]2[NH:13][C:12](=[O:21])[N:11]3[CH:17]=[CH:18][N:19]=[C:10]3[CH:9]=2)=[CH:4][CH:3]=1. The yield is 0.947. (2) The reactants are [CH2:1]([C:3]1[CH:9]=[CH:8][CH:7]=[C:6]([CH2:10][CH3:11])[C:4]=1[NH2:5])[CH3:2].C1C(=O)N([Br:19])C(=O)C1. The yield is 0.514. The catalyst is CN(C=O)C. The product is [Br:19][C:8]1[CH:7]=[C:6]([CH2:10][CH3:11])[C:4]([NH2:5])=[C:3]([CH2:1][CH3:2])[CH:9]=1. (3) The reactants are [F:1][C:2]1[CH:10]=[C:9]2[C:5]([C:6]([CH:11]3[CH2:16][CH2:15][N:14]([CH3:17])[CH2:13][CH2:12]3)=[CH:7][NH:8]2)=[CH:4][C:3]=1[O:18]C.Cl.N1C=CC=CC=1. No catalyst specified. The product is [F:1][C:2]1[CH:10]=[C:9]2[C:5]([C:6]([CH:11]3[CH2:12][CH2:13][N:14]([CH3:17])[CH2:15][CH2:16]3)=[CH:7][NH:8]2)=[CH:4][C:3]=1[OH:18]. The yield is 0.930.